From a dataset of Forward reaction prediction with 1.9M reactions from USPTO patents (1976-2016). Predict the product of the given reaction. (1) Given the reactants [NH2:1][C@@H:2]([CH2:5][CH:6]([C:8]1[CH:13]=[CH:12][C:11]([Cl:14])=[C:10]([Cl:15])[CH:9]=1)[CH3:7])[CH2:3][OH:4].[N:16]#[C:17]Br, predict the reaction product. The product is: [Cl:15][C:10]1[CH:9]=[C:8]([CH:6]([CH3:7])[CH2:5][C@H:2]2[CH2:3][O:4][C:17]([NH2:16])=[N:1]2)[CH:13]=[CH:12][C:11]=1[Cl:14]. (2) Given the reactants Br[C:2]1[CH:3]=[C:4]2[C:9](=[CH:10][CH:11]=1)[C:8](=[O:12])[NH:7][N:6]=[C:5]2[Cl:13].[N:14]1[CH:19]=[CH:18][N:17]=[CH:16][C:15]=1[N:20]1[CH2:25][CH2:24][NH:23][CH2:22][CH2:21]1.C1C=CC(P(C2C(C3C(P(C4C=CC=CC=4)C4C=CC=CC=4)=CC=C4C=3C=CC=C4)=C3C(C=CC=C3)=CC=2)C2C=CC=CC=2)=CC=1.CC([O-])(C)C.[Na+], predict the reaction product. The product is: [Cl:13][C:5]1[C:4]2[C:9](=[CH:10][CH:11]=[C:2]([N:23]3[CH2:24][CH2:25][N:20]([C:15]4[CH:16]=[N:17][CH:18]=[CH:19][N:14]=4)[CH2:21][CH2:22]3)[CH:3]=2)[C:8](=[O:12])[NH:7][N:6]=1. (3) The product is: [CH2:1]([N:8]1[C:17](=[O:18])[C:16]2[C:11](=[CH:12][CH:13]=[C:14]([C:19]([O:21][CH3:22])=[O:20])[CH:15]=2)[N:10]([CH3:24])[C:9]1=[O:23])[C:2]1[CH:7]=[CH:6][CH:5]=[CH:4][CH:3]=1. Given the reactants [CH2:1]([N:8]1[C:17](=[O:18])[C:16]2[C:11](=[CH:12][CH:13]=[C:14]([C:19]([O:21][CH3:22])=[O:20])[CH:15]=2)[NH:10][C:9]1=[O:23])[C:2]1[CH:7]=[CH:6][CH:5]=[CH:4][CH:3]=1.[CH3:24]N(C)C=O.C([O-])([O-])=O.[K+].[K+].IC, predict the reaction product. (4) Given the reactants [NH:1]1[CH2:6][CH2:5][O:4][CH2:3][CH2:2]1.F[C:8]1[CH:13]=[CH:12][C:11]([N+:14]([O-:16])=[O:15])=[CH:10][C:9]=1[C:17]([F:20])([F:19])[F:18].O, predict the reaction product. The product is: [N+:14]([C:11]1[CH:12]=[CH:13][C:8]([N:1]2[CH2:6][CH2:5][O:4][CH2:3][CH2:2]2)=[C:9]([C:17]([F:18])([F:19])[F:20])[CH:10]=1)([O-:16])=[O:15]. (5) Given the reactants [I:1][Si](C)(C)C.O[CH2:7][CH2:8][CH2:9][CH2:10][CH2:11][N:12]1[C:20]2[C:19](=[O:21])[NH:18][C:17]([NH:22][C:23]3[CH:28]=[CH:27][C:26]([CH3:29])=[C:25]([CH2:30][CH3:31])[CH:24]=3)=[N:16][C:15]=2[N:14]=[CH:13]1.CO.S([O-])([O-])=O.[Na+].[Na+], predict the reaction product. The product is: [I:1][CH2:7][CH2:8][CH2:9][CH2:10][CH2:11][N:12]1[C:20]2[C:19](=[O:21])[NH:18][C:17]([NH:22][C:23]3[CH:28]=[CH:27][C:26]([CH3:29])=[C:25]([CH2:30][CH3:31])[CH:24]=3)=[N:16][C:15]=2[N:14]=[CH:13]1.